This data is from Catalyst prediction with 721,799 reactions and 888 catalyst types from USPTO. The task is: Predict which catalyst facilitates the given reaction. Reactant: Cl[C:2]1[CH:3]=[CH:4][C:5]2[N:6]([C:8]([C:11]3[O:19][C:18]4[CH:17]=[CH:16][N:15]=[C:14]([O:20][CH3:21])[C:13]=4[CH:12]=3)=[CH:9][N:10]=2)[N:7]=1.[CH3:22][NH:23][CH2:24][CH:25]([OH:27])[CH3:26]. Product: [CH3:21][O:20][C:14]1[C:13]2[CH:12]=[C:11]([C:8]3[N:6]4[N:7]=[C:2]([N:23]([CH3:22])[CH2:24][CH:25]([OH:27])[CH3:26])[CH:3]=[CH:4][C:5]4=[N:10][CH:9]=3)[O:19][C:18]=2[CH:17]=[CH:16][N:15]=1. The catalyst class is: 51.